Dataset: Full USPTO retrosynthesis dataset with 1.9M reactions from patents (1976-2016). Task: Predict the reactants needed to synthesize the given product. (1) Given the product [CH3:3][C:4]1[CH:5]=[CH:6][C:7]([CH2:10][OH:11])=[N:8][CH:9]=1, predict the reactants needed to synthesize it. The reactants are: [BH4-].[Na+].[CH3:3][C:4]1[CH:5]=[CH:6][C:7]([C:10](OC)=[O:11])=[N:8][CH:9]=1. (2) Given the product [CH3:1][O:2][C:3]1[CH:13]=[CH:12][C:6]([C:7]([O:9][CH3:10])=[O:8])=[CH:5][C:4]=1[N:14]([CH2:21][CH2:22][N:23]1[CH2:28][CH2:27][O:26][CH2:25][CH2:24]1)[S:15]([CH3:18])(=[O:17])=[O:16], predict the reactants needed to synthesize it. The reactants are: [CH3:1][O:2][C:3]1[CH:13]=[CH:12][C:6]([C:7]([O:9][CH2:10]C)=[O:8])=[CH:5][C:4]=1[NH:14][S:15]([CH3:18])(=[O:17])=[O:16].Cl.Cl[CH2:21][CH2:22][N:23]1[CH2:28][CH2:27][O:26][CH2:25][CH2:24]1.C([O-])([O-])=O.[K+].[K+].O. (3) Given the product [Cl:1][C:2]1[CH:8]=[C:7]([O:9][C:10]2[C:19]3[C:14](=[CH:15][C:16]([O:22][CH3:23])=[C:17]([O:20][CH3:21])[CH:18]=3)[N:13]=[CH:12][N:11]=2)[CH:6]=[CH:5][C:3]=1[NH:4][C:39](=[O:41])[O:57][CH:55]([C:54]1[CH:58]=[CH:59][C:51]([CH3:50])=[CH:52][CH:53]=1)[CH3:56], predict the reactants needed to synthesize it. The reactants are: [Cl:1][C:2]1[CH:8]=[C:7]([O:9][C:10]2[C:19]3[C:14](=[CH:15][C:16]([O:22][CH3:23])=[C:17]([O:20][CH3:21])[CH:18]=3)[N:13]=[CH:12][N:11]=2)[CH:6]=[CH:5][C:3]=1[NH2:4].C1(C)C=CC=CC=1.C(N(CC)CC)C.Cl[C:39](Cl)([O:41]C(=O)OC(Cl)(Cl)Cl)Cl.[CH3:50][C:51]1[CH:59]=[CH:58][C:54]([CH:55]([OH:57])[CH3:56])=[CH:53][CH:52]=1. (4) Given the product [C:1]([O:5][C:6]([NH:8][C:9]1[S:17][C:16]2[C:11](=[N:12][CH:13]=[CH:14][C:15]=2[O:18][CH:19]([CH3:20])[CH3:21])[C:10]=1[C:22]([OH:24])=[O:23])=[O:7])([CH3:2])([CH3:4])[CH3:3], predict the reactants needed to synthesize it. The reactants are: [C:1]([O:5][C:6]([NH:8][C:9]1[S:17][C:16]2[C:11](=[N:12][CH:13]=[CH:14][C:15]=2[O:18][CH:19]([CH3:21])[CH3:20])[C:10]=1[C:22]([O:24]C)=[O:23])=[O:7])([CH3:4])([CH3:3])[CH3:2].[Li+].[OH-].C1COCC1.CO.O. (5) Given the product [CH3:35][C@H:1]([O:5][C:6]1[N:14]=[C:13]2[C:9]([N:10]=[C:11]([O:25][CH3:26])[N:12]2[CH2:15][CH2:16][CH2:17][NH:18][CH2:19][CH2:20][CH:24]2[CH2:23][CH2:22][CH2:30][O:31]2)=[C:8]([NH2:27])[N:7]=1)[CH2:2][CH2:3][CH3:4], predict the reactants needed to synthesize it. The reactants are: [CH2:1]([O:5][C:6]1[N:14]=[C:13]2[C:9]([N:10]=[C:11]([O:25][CH3:26])[N:12]2[CH2:15][CH2:16][CH2:17][NH:18][CH2:19][CH:20]2[CH2:24][CH2:23][CH2:22]O2)=[C:8]([NH2:27])[N:7]=1)[CH2:2][CH2:3][CH3:4].FC(F)(F)[C:30](O)=[O:31].[CH3:35][C@H](OC1NC(N)=C2C(N=1)=NC(OC)=N2)CCC.BrCCCBr.O1CCCC1CCN. (6) Given the product [F:1][C:2]1[N:7]=[C:6]([C:8](=[O:9])[CH3:14])[CH:5]=[CH:4][CH:3]=1, predict the reactants needed to synthesize it. The reactants are: [F:1][C:2]1[N:7]=[C:6]([C:8](N(C)OC)=[O:9])[CH:5]=[CH:4][CH:3]=1.[CH3:14][Mg]Cl.